From a dataset of Forward reaction prediction with 1.9M reactions from USPTO patents (1976-2016). Predict the product of the given reaction. (1) Given the reactants [F:1][C:2]1[CH:3]=[C:4]([N:8]2[CH:12]=[N:11][C:10]([C:13]([N:15]3[CH2:20][CH2:19][NH:18][C@@H:17]([CH3:21])[CH2:16]3)=[O:14])=[N:9]2)[CH:5]=[CH:6][CH:7]=1.[Br:22][C:23]1[CH:24]=[C:25]([C:29](O)=[O:30])[O:26][C:27]=1[Br:28].CN(C(ON1N=NC2C=CC=CC1=2)=[N+](C)C)C.[B-](F)(F)(F)F.CCN(C(C)C)C(C)C, predict the reaction product. The product is: [Br:22][C:23]1[CH:24]=[C:25]([C:29]([N:18]2[CH2:19][CH2:20][N:15]([C:13]([C:10]3[N:11]=[CH:12][N:8]([C:4]4[CH:5]=[CH:6][CH:7]=[C:2]([F:1])[CH:3]=4)[N:9]=3)=[O:14])[CH2:16][C@@H:17]2[CH3:21])=[O:30])[O:26][C:27]=1[Br:28]. (2) Given the reactants [CH3:1][C:2]1[CH:3]=[C:4]([NH:9][C:10]2[C:19]3[C:14](=[CH:15][CH:16]=[CH:17][CH:18]=3)[C:13](=[O:20])[N:12]([CH3:21])[C:11]=2[C:22]([O:24][CH3:25])=[O:23])[CH:5]=[CH:6][C:7]=1[CH3:8].[H-].[Na+].[CH3:28]I.Cl.O, predict the reaction product. The product is: [CH3:1][C:2]1[CH:3]=[C:4]([N:9]([CH3:28])[C:10]2[C:19]3[C:14](=[CH:15][CH:16]=[CH:17][CH:18]=3)[C:13](=[O:20])[N:12]([CH3:21])[C:11]=2[C:22]([O:24][CH3:25])=[O:23])[CH:5]=[CH:6][C:7]=1[CH3:8]. (3) Given the reactants [C:1]([O:5][C:6]([N:8]1[CH2:12][C@H:11]([O:13][CH3:14])[CH2:10][C@H:9]1[C@H:15]([O:21][CH3:22])[C@@H:16]([CH3:20])[C:17]([OH:19])=O)=[O:7])([CH3:4])([CH3:3])[CH3:2].Cl.[N:24]([CH:27]([C:31]1[CH:36]=[CH:35][C:34]([F:37])=[CH:33][CH:32]=1)[C@H:28]([NH2:30])[CH3:29])=[N+:25]=[N-:26].F[P-](F)(F)(F)(F)F.N1(O[P+](N(C)C)(N(C)C)N(C)C)C2C=CC=CC=2N=N1.C(N(C(C)C)CC)(C)C, predict the reaction product. The product is: [N:24]([CH:27]([C:31]1[CH:32]=[CH:33][C:34]([F:37])=[CH:35][CH:36]=1)[C@H:28]([NH:30][C:17](=[O:19])[C@H:16]([CH3:20])[C@H:15]([C@@H:9]1[CH2:10][C@@H:11]([O:13][CH3:14])[CH2:12][N:8]1[C:6]([O:5][C:1]([CH3:2])([CH3:3])[CH3:4])=[O:7])[O:21][CH3:22])[CH3:29])=[N+:25]=[N-:26]. (4) Given the reactants [C:1]([C:3]1[CH:8]=[CH:7][CH:6]=[CH:5][C:4]=1[C:9]1[CH:14]=[CH:13][C:12]([CH2:15][C:16]2[C:17](=[O:43])[N:18]([C@H:28]3[CH2:33][CH2:32][C@H:31]([O:34][CH2:35][C:36]4([C:40](O)=[O:41])[CH2:39][CH2:38][CH2:37]4)[CH2:30][CH2:29]3)[C:19]3[N:20]([N:25]=[CH:26][N:27]=3)[C:21]=2[CH2:22][CH2:23][CH3:24])=[CH:11][CH:10]=1)#[N:2].[NH4+].O[N:46]1C2C=CC=CC=2N=N1.Cl.C(N=C=NCCCN(C)C)C.CN(C)C=O, predict the reaction product. The product is: [C:1]([C:3]1[CH:8]=[CH:7][CH:6]=[CH:5][C:4]=1[C:9]1[CH:10]=[CH:11][C:12]([CH2:15][C:16]2[C:17](=[O:43])[N:18]([C@H:28]3[CH2:33][CH2:32][C@H:31]([O:34][CH2:35][C:36]4([C:40]([NH2:46])=[O:41])[CH2:37][CH2:38][CH2:39]4)[CH2:30][CH2:29]3)[C:19]3[N:20]([N:25]=[CH:26][N:27]=3)[C:21]=2[CH2:22][CH2:23][CH3:24])=[CH:13][CH:14]=1)#[N:2]. (5) The product is: [CH:10]1([NH:9][C:7](=[O:8])[C:6]2[CH:13]=[CH:14][C:15]([F:16])=[C:4]([O:3][CH2:19][C:20]3[S:24][C:23]([NH:25][C:26]4[CH:31]=[CH:30][CH:29]=[CH:28][N:27]=4)=[N:22][CH:21]=3)[CH:5]=2)[CH2:11][CH2:12]1. Given the reactants [H-].[Na+].[OH:3][C:4]1[CH:5]=[C:6]([CH:13]=[CH:14][C:15]=1[F:16])[C:7]([NH:9][CH:10]1[CH2:12][CH2:11]1)=[O:8].Cl.Cl[CH2:19][C:20]1[S:24][C:23]([NH:25][C:26]2[CH:31]=[CH:30][CH:29]=[CH:28][N:27]=2)=[N:22][CH:21]=1.OS([O-])(=O)=O.[K+], predict the reaction product.